This data is from Peptide-MHC class I binding affinity with 185,985 pairs from IEDB/IMGT. The task is: Regression. Given a peptide amino acid sequence and an MHC pseudo amino acid sequence, predict their binding affinity value. This is MHC class I binding data. The peptide sequence is FTFWTFANY. The MHC is SLA-10401 with pseudo-sequence SLA-10401. The binding affinity (normalized) is 0.820.